Predict the reaction yield, written as a fraction of the theoretical maximum amount of product (1.0 means a 100% yield; for example, 0.34 means a 34% yield). From a dataset of Reaction yield outcomes from USPTO patents with 853,638 reactions. The reactants are F[P-](F)(F)(F)(F)F.N1(O[P+](N2CCCC2)(N2CCCC2)[N:19]2[CH2:23]CC[CH2:20]2)C2C=CC=CC=2N=N1.[C:34]([C:37]1[CH:38]=[C:39]2[C:43](=[CH:44][CH:45]=1)[NH:42][C:41](=[O:46])[CH2:40]2)(O)=[O:35].CNC.C(N(CC)CC)C. The catalyst is ClCCl. The product is [CH3:20][N:19]([CH3:23])[C:34]([C:37]1[CH:38]=[C:39]2[C:43](=[CH:44][CH:45]=1)[NH:42][C:41](=[O:46])[CH2:40]2)=[O:35]. The yield is 0.420.